Dataset: NCI-60 drug combinations with 297,098 pairs across 59 cell lines. Task: Regression. Given two drug SMILES strings and cell line genomic features, predict the synergy score measuring deviation from expected non-interaction effect. (1) Drug 1: C1=CC(=CC=C1C#N)C(C2=CC=C(C=C2)C#N)N3C=NC=N3. Drug 2: CN(CCCl)CCCl.Cl. Cell line: SF-295. Synergy scores: CSS=17.6, Synergy_ZIP=-4.72, Synergy_Bliss=-2.62, Synergy_Loewe=-1.09, Synergy_HSA=-1.30. (2) Drug 1: CCCS(=O)(=O)NC1=C(C(=C(C=C1)F)C(=O)C2=CNC3=C2C=C(C=N3)C4=CC=C(C=C4)Cl)F. Drug 2: CC1CCC2CC(C(=CC=CC=CC(CC(C(=O)C(C(C(=CC(C(=O)CC(OC(=O)C3CCCCN3C(=O)C(=O)C1(O2)O)C(C)CC4CCC(C(C4)OC)O)C)C)O)OC)C)C)C)OC. Cell line: SF-295. Synergy scores: CSS=54.4, Synergy_ZIP=16.7, Synergy_Bliss=17.0, Synergy_Loewe=-11.7, Synergy_HSA=17.5. (3) Drug 1: CN(C)N=NC1=C(NC=N1)C(=O)N. Drug 2: C1=NNC2=C1C(=O)NC=N2. Cell line: HT29. Synergy scores: CSS=6.48, Synergy_ZIP=0.307, Synergy_Bliss=3.83, Synergy_Loewe=-2.83, Synergy_HSA=-0.142. (4) Cell line: OVCAR-4. Drug 2: C(CC(=O)O)C(=O)CN.Cl. Drug 1: CC1C(C(CC(O1)OC2CC(OC(C2O)C)OC3=CC4=CC5=C(C(=O)C(C(C5)C(C(=O)C(C(C)O)O)OC)OC6CC(C(C(O6)C)O)OC7CC(C(C(O7)C)O)OC8CC(C(C(O8)C)O)(C)O)C(=C4C(=C3C)O)O)O)O. Synergy scores: CSS=36.1, Synergy_ZIP=-3.31, Synergy_Bliss=-8.46, Synergy_Loewe=-41.1, Synergy_HSA=-7.64. (5) Drug 1: CC1=CC=C(C=C1)C2=CC(=NN2C3=CC=C(C=C3)S(=O)(=O)N)C(F)(F)F. Drug 2: CC1=C(C(=O)C2=C(C1=O)N3CC4C(C3(C2COC(=O)N)OC)N4)N. Cell line: OVCAR-5. Synergy scores: CSS=32.6, Synergy_ZIP=1.89, Synergy_Bliss=0.966, Synergy_Loewe=-28.0, Synergy_HSA=-0.521. (6) Drug 1: CC(C)NC(=O)C1=CC=C(C=C1)CNNC.Cl. Drug 2: C(CCl)NC(=O)N(CCCl)N=O. Cell line: BT-549. Synergy scores: CSS=1.39, Synergy_ZIP=-2.16, Synergy_Bliss=-4.51, Synergy_Loewe=-8.60, Synergy_HSA=-5.52. (7) Drug 1: CCC1=C2CN3C(=CC4=C(C3=O)COC(=O)C4(CC)O)C2=NC5=C1C=C(C=C5)O. Drug 2: C1CC(=O)NC(=O)C1N2C(=O)C3=CC=CC=C3C2=O. Cell line: K-562. Synergy scores: CSS=31.0, Synergy_ZIP=-8.86, Synergy_Bliss=-12.9, Synergy_Loewe=-36.6, Synergy_HSA=-8.85. (8) Drug 1: CN(C)N=NC1=C(NC=N1)C(=O)N. Drug 2: CC=C1C(=O)NC(C(=O)OC2CC(=O)NC(C(=O)NC(CSSCCC=C2)C(=O)N1)C(C)C)C(C)C. Cell line: SNB-19. Synergy scores: CSS=61.8, Synergy_ZIP=4.53, Synergy_Bliss=0.0114, Synergy_Loewe=-72.1, Synergy_HSA=-1.20. (9) Drug 1: C(=O)(N)NO. Drug 2: C1CCC(C(C1)N)N.C(=O)(C(=O)[O-])[O-].[Pt+4]. Cell line: PC-3. Synergy scores: CSS=21.1, Synergy_ZIP=-8.57, Synergy_Bliss=2.53, Synergy_Loewe=-10.00, Synergy_HSA=4.93.